Binary Classification. Given a drug SMILES string, predict its activity (active/inactive) in a high-throughput screening assay against a specified biological target. From a dataset of Tyrosyl-DNA phosphodiesterase HTS with 341,365 compounds. (1) The molecule is OC(CCCC)(CCCC)C(=O)NN(c1ccccc1)C(OC)=O. The result is 0 (inactive). (2) The molecule is s1c2c(nc1SCC(=O)Nc1cc(ccc1)C)ccc(NC(=O)c1occc1)c2. The result is 0 (inactive). (3) The drug is Fc1ccc(N2CCN(CC2)C(=O)COCc2noc(c3cc4OCOc4cc3)c2)cc1. The result is 0 (inactive). (4) The molecule is Brc1c(OC)cc(OC)c(c1)/C=N\NC(=O)c1ccncc1. The result is 0 (inactive). (5) The molecule is O(C(C)(C)C)C(=O)N\N=C(\c1ccc(n2ccnc2)cc1)C. The result is 0 (inactive). (6) The drug is O1C2(CCN(CC2)C(=O)COc2ccc(OC)cc2)CC(=O)c2c1cccc2. The result is 0 (inactive). (7) The drug is O=C1C=2C(C3=C(NC2CCC1)c1c(C3=O)cccc1)c1cc(OC)ccc1. The result is 0 (inactive). (8) The compound is o1cc(c2nc(NCc3cccnc3)c3c(n2)cccc3)cc1. The result is 0 (inactive).